Dataset: Full USPTO retrosynthesis dataset with 1.9M reactions from patents (1976-2016). Task: Predict the reactants needed to synthesize the given product. (1) Given the product [Cl:16][C:17]1[CH:22]=[C:21]([F:23])[CH:20]=[CH:19][C:18]=1[C:24]([CH3:44])([CH3:43])[CH2:25][C:26]([OH:42])([C:10]#[C:9][C:6]1[CH:7]=[CH:8][C:3]([O:2][CH3:1])=[CH:4][CH:5]=1)[C:27]([NH:29][C:30]1[CH:31]=[CH:32][C:33]2[C:38](=[O:39])[O:37][N:36]=[C:35]([CH3:40])[C:34]=2[CH:41]=1)=[O:28], predict the reactants needed to synthesize it. The reactants are: [CH3:1][O:2][C:3]1[CH:8]=[CH:7][C:6]([C:9]#[CH:10])=[CH:5][CH:4]=1.[Li]CCCC.[Cl:16][C:17]1[CH:22]=[C:21]([F:23])[CH:20]=[CH:19][C:18]=1[C:24]([CH3:44])([CH3:43])[CH2:25][C:26](=[O:42])[C:27]([NH:29][C:30]1[CH:31]=[CH:32][C:33]2[C:38](=[O:39])[O:37][N:36]=[C:35]([CH3:40])[C:34]=2[CH:41]=1)=[O:28]. (2) Given the product [CH3:16][O:15][CH:12]1[CH2:11][N:10]([CH2:17][C:18]2[C:26]([O:27][CH3:28])=[CH:25][C:24]([CH3:29])=[C:23]3[C:19]=2[CH:20]=[CH:21][NH:22]3)[CH:9]([C:6]2[CH:5]=[CH:4][C:3]([C:38]([OH:40])=[O:39])=[CH:8][CH:7]=2)[CH2:14][CH2:13]1, predict the reactants needed to synthesize it. The reactants are: C([C:3]1[CH:8]=[CH:7][C:6]([CH:9]2[CH2:14][CH2:13][CH:12]([O:15][CH3:16])[CH2:11][N:10]2[CH2:17][C:18]2[C:26]([O:27][CH3:28])=[CH:25][C:24]([CH3:29])=[C:23]3[C:19]=2[CH:20]=[CH:21][N:22]3C(OC(C)(C)C)=O)=[CH:5][CH:4]=1)#N.C[C:38]([OH:40])=[O:39]. (3) The reactants are: [NH2:1][C:2]1[CH:10]=[C:9]2[C:5]([CH2:6][CH2:7][C:8]2=[O:11])=[CH:4][CH:3]=1.[Br:12]N1C(=O)CCC1=O. Given the product [NH2:1][C:2]1[C:10]([Br:12])=[C:9]2[C:5]([CH2:6][CH2:7][C:8]2=[O:11])=[CH:4][CH:3]=1, predict the reactants needed to synthesize it. (4) Given the product [NH:12]1[C:13]2=[N:12][CH:13]=[CH:14][C:15]([C:39]3[O:38][CH:37]=[C:36]([C:44]([NH2:42])=[O:45])[CH:40]=3)=[C:14]2[CH:15]=[CH:16]1, predict the reactants needed to synthesize it. The reactants are: [CH2:15]1[CH2:16][N:12]([P+](ON2N=NC3C=CC=CC2=3)([N:12]2[CH2:16][CH2:15][CH2:14][CH2:13]2)[N:12]2[CH2:16][CH2:15][CH2:14][CH2:13]2)[CH2:13][CH2:14]1.F[P-](F)(F)(F)(F)F.CN1[CH2:40][CH2:39][O:38][CH2:37][CH2:36]1.C[N:42]([CH:44]=[O:45])C. (5) Given the product [NH2:1][C:4]1[CH:9]=[CH:8][C:7]([N:10]2[CH2:11][CH2:12][CH:13]([C:16]([O:18][CH2:19][CH3:20])=[O:17])[CH2:14][CH2:15]2)=[CH:6][CH:5]=1, predict the reactants needed to synthesize it. The reactants are: [N+:1]([C:4]1[CH:9]=[CH:8][C:7]([N:10]2[CH2:15][CH2:14][CH:13]([C:16]([O:18][CH2:19][CH3:20])=[O:17])[CH2:12][CH2:11]2)=[CH:6][CH:5]=1)([O-])=O.[NH4+].[Cl-]. (6) Given the product [Cl:30][C:8]1[CH:7]=[CH:6][C:5]([O:4][CH2:3][CH2:2][N:32]([CH3:33])[CH3:31])=[CH:29][C:9]=1[C:10]([NH:12][C:13](=[O:28])[NH:14][C:15]1[S:16][C:17]2[CH:23]=[C:22]([S:24]([CH3:27])(=[O:26])=[O:25])[CH:21]=[CH:20][C:18]=2[N:19]=1)=[O:11], predict the reactants needed to synthesize it. The reactants are: Br[CH2:2][CH2:3][O:4][C:5]1[CH:6]=[CH:7][C:8]([Cl:30])=[C:9]([CH:29]=1)[C:10]([NH:12][C:13](=[O:28])[NH:14][C:15]1[S:16][C:17]2[CH:23]=[C:22]([S:24]([CH3:27])(=[O:26])=[O:25])[CH:21]=[CH:20][C:18]=2[N:19]=1)=[O:11].[CH3:31][NH:32][CH3:33]. (7) Given the product [CH3:1][O:2][CH2:3][CH2:4][O:5][C:6]1[CH:11]=[C:10]([NH:12][CH:25]=[C:26]([C:27]([O:29][CH2:30][CH3:31])=[O:28])[C:32]([O:34][CH2:35][CH3:36])=[O:33])[CH:9]=[CH:8][C:7]=1[N:15]1[CH2:20][CH2:19][N:18]([CH3:21])[CH2:17][CH2:16]1, predict the reactants needed to synthesize it. The reactants are: [CH3:1][O:2][CH2:3][CH2:4][O:5][C:6]1[CH:11]=[C:10]([N+:12]([O-])=O)[CH:9]=[CH:8][C:7]=1[N:15]1[CH2:20][CH2:19][N:18]([CH3:21])[CH2:17][CH2:16]1.C(O[CH:25]=[C:26]([C:32]([O:34][CH2:35][CH3:36])=[O:33])[C:27]([O:29][CH2:30][CH3:31])=[O:28])C.